From a dataset of Catalyst prediction with 721,799 reactions and 888 catalyst types from USPTO. Predict which catalyst facilitates the given reaction. Reactant: [H-].[Na+].[F:3][C:4]1[CH:9]=[C:8]([CH2:10][OH:11])[CH:7]=[C:6]([F:12])[C:5]=1[C:13]1[CH:14]=[CH:15][CH:16]=[C:17]2[C:22]=1[CH:21]=[C:20]([C:23]([O:25][CH3:26])=[O:24])[CH:19]=[CH:18]2.IC.[CH2:29]1COCC1. Product: [F:3][C:4]1[CH:9]=[C:8]([CH2:10][O:11][CH3:29])[CH:7]=[C:6]([F:12])[C:5]=1[C:13]1[CH:14]=[CH:15][CH:16]=[C:17]2[C:22]=1[CH:21]=[C:20]([C:23]([O:25][CH3:26])=[O:24])[CH:19]=[CH:18]2. The catalyst class is: 33.